Dataset: Forward reaction prediction with 1.9M reactions from USPTO patents (1976-2016). Task: Predict the product of the given reaction. (1) Given the reactants [CH3:1][CH:2]1[CH2:7][CH2:6][CH2:5][CH:4]([CH3:8])[CH:3]1[O:9][C:10]1[CH:11]=[CH:12][C:13]2[CH2:14][N:15](C(OC(C)(C)C)=O)[CH2:16][CH2:17][O:18][C:19]=2[N:20]=1.[ClH:28].C(OCC)(=O)C, predict the reaction product. The product is: [ClH:28].[CH3:1][CH:2]1[CH2:7][CH2:6][CH2:5][CH:4]([CH3:8])[CH:3]1[O:9][C:10]1[CH:11]=[CH:12][C:13]2[CH2:14][NH:15][CH2:16][CH2:17][O:18][C:19]=2[N:20]=1. (2) Given the reactants OC1C(C)=C(O)C=CC=1C=O.C(Cl)C=C.C(N(CC)C(C)C)(C)C.C([O:28][C:29]1[C:36]([CH3:37])=[C:35]([O:38][CH2:39][CH:40]=[CH2:41])[CH:34]=[CH:33][C:30]=1[CH:31]=[O:32])C=C, predict the reaction product. The product is: [CH2:39]([O:38][C:35]1[CH:34]=[CH:33][C:30]([CH:31]=[O:32])=[C:29]([OH:28])[C:36]=1[CH3:37])[CH:40]=[CH2:41].